From a dataset of Full USPTO retrosynthesis dataset with 1.9M reactions from patents (1976-2016). Predict the reactants needed to synthesize the given product. Given the product [F:11][C:8]1[CH:9]=[CH:10][C:2]([B:12]2[O:16][C:15]([CH3:18])([CH3:17])[C:14]([CH3:20])([CH3:19])[O:13]2)=[C:3]2[C:7]=1[NH:6][CH:5]=[CH:4]2, predict the reactants needed to synthesize it. The reactants are: Br[C:2]1[CH:10]=[CH:9][C:8]([F:11])=[C:7]2[C:3]=1[CH:4]=[CH:5][NH:6]2.[B:12]1([B:12]2[O:16][C:15]([CH3:18])([CH3:17])[C:14]([CH3:20])([CH3:19])[O:13]2)[O:16][C:15]([CH3:18])([CH3:17])[C:14]([CH3:20])([CH3:19])[O:13]1.CC([O-])=O.[K+].